Dataset: hERG potassium channel inhibition data for cardiac toxicity prediction from Karim et al.. Task: Regression/Classification. Given a drug SMILES string, predict its toxicity properties. Task type varies by dataset: regression for continuous values (e.g., LD50, hERG inhibition percentage) or binary classification for toxic/non-toxic outcomes (e.g., AMES mutagenicity, cardiotoxicity, hepatotoxicity). Dataset: herg_karim. (1) The molecule is COc1ccccc1N1CCN(C[C@@H](O)COc2ccc(C(F)(F)F)cc2)CC1. The result is 1 (blocker). (2) The drug is N#Cc1cnc(C(=O)Nc2ccc(C3CCN(CCO)CC3)cc2C2=CCCCC2)[nH]1. The result is 0 (non-blocker). (3) The drug is CS(=O)(=O)Nc1ccc(OC[C@@H](O)CNCCc2ccc(Cl)c(Cl)c2)cc1. The result is 1 (blocker). (4) The molecule is N#Cc1ccc(OCCCN2CC3CN(CCNS(=O)(=O)c4ccc(F)cc4F)CC(C2)O3)cc1. The result is 1 (blocker). (5) The compound is NS(=O)(=O)c1ccc(Oc2cnc3ccc(=O)n(CCN4CCC(c5nc6cc(Cl)ccc6[nH]5)CC4)c3c2)cc1. The result is 0 (non-blocker). (6) The molecule is Cn1c2c(c3cc(C(=O)N4CCCCC4)ccc31)CN(C1CCOCC1)CC2. The result is 0 (non-blocker). (7) The result is 1 (blocker). The molecule is C[NH+]1CC[NH+](CCCN2c3ccccc3Sc3ccc(C(F)(F)F)cc32)CC1. (8) The molecule is Cc1ncc(-c2c(C)c(CNC3CCCC3)nn2-c2ncccc2Cl)cc1F. The result is 0 (non-blocker).